From a dataset of Forward reaction prediction with 1.9M reactions from USPTO patents (1976-2016). Predict the product of the given reaction. (1) Given the reactants C([O:5][C:6]([C:8]1([CH2:11][CH2:12][CH2:13][CH2:14][C:15](=[O:28])[CH2:16][CH2:17][CH2:18][CH2:19][C:20]([CH3:27])([CH3:26])[C:21]([O:23]CC)=[O:22])[CH2:10][CH2:9]1)=[O:7])(C)(C)C.[OH-].[Na+], predict the reaction product. The product is: [C:6]([C:8]1([CH2:11][CH2:12][CH2:13][CH2:14][C:15](=[O:28])[CH2:16][CH2:17][CH2:18][CH2:19][C:20]([CH3:26])([CH3:27])[C:21]([OH:23])=[O:22])[CH2:10][CH2:9]1)([OH:7])=[O:5]. (2) Given the reactants [F:1][C:2]1[CH:3]=[C:4](B(O)O)[CH:5]=[CH:6][C:7]=1[F:8].Cl[C:13]1[CH:18]=[C:17](Cl)[N:16]=[CH:15][N:14]=1.[IH:20], predict the reaction product. The product is: [I:20][C:13]1[CH:18]=[C:17]([C:4]2[CH:5]=[CH:6][C:7]([F:8])=[C:2]([F:1])[CH:3]=2)[N:16]=[CH:15][N:14]=1. (3) Given the reactants [CH3:1][C:2]1[CH:7]=[CH:6][C:5]([O:8][CH2:9][CH2:10][C:11]2[N:12]=[C:13]([C:17]3[CH:22]=[CH:21][CH:20]=[CH:19][CH:18]=3)[O:14][C:15]=2[CH3:16])=[CH:4][N:3]=1.ClC1C=C(C=CC=1)C(OO)=[O:28].S([O-])([O-])(=O)=S.[Na+].[Na+], predict the reaction product. The product is: [CH3:1][C:2]1[CH:7]=[CH:6][C:5]([O:8][CH2:9][CH2:10][C:11]2[N:12]=[C:13]([C:17]3[CH:22]=[CH:21][CH:20]=[CH:19][CH:18]=3)[O:14][C:15]=2[CH3:16])=[CH:4][N+:3]=1[O-:28]. (4) The product is: [CH3:1][C:2]1([C:7]2[C:11]3[CH2:12][NH:13][CH2:14][CH2:15][C:10]=3[NH:9][N:8]=2)[CH2:3][CH2:4][CH2:5][CH2:6]1. Given the reactants [CH3:1][C:2]1([C:7]2[C:11]3[CH2:12][N:13](C(OC(C)(C)C)=O)[CH2:14][CH2:15][C:10]=3[NH:9][N:8]=2)[CH2:6][CH2:5][CH2:4][CH2:3]1.Cl.O1CCOCC1, predict the reaction product. (5) Given the reactants [OH:1][C:2]1[CH:3]=[C:4]2[C:13](=[CH:14][CH:15]=1)[C:12]([C:16]1[CH:21]=[CH:20][CH:19]=[CH:18][C:17]=1[CH3:22])=[C:11]1[C:6](=[CH:7][C:8](=[O:23])[CH:9]=[CH:10]1)[O:5]2.[N+:24]([C:27]1[CH:34]=[CH:33][CH:32]=[CH:31][C:28]=1[CH2:29]Br)([O-:26])=[O:25], predict the reaction product. The product is: [N+:24]([C:27]1[CH:34]=[CH:33][CH:32]=[CH:31][C:28]=1[CH2:29][O:1][C:2]1[CH:3]=[C:4]2[C:13](=[CH:14][CH:15]=1)[C:12]([C:16]1[CH:21]=[CH:20][CH:19]=[CH:18][C:17]=1[CH3:22])=[C:11]1[C:6](=[CH:7][C:8](=[O:23])[CH:9]=[CH:10]1)[O:5]2)([O-:26])=[O:25].